This data is from Full USPTO retrosynthesis dataset with 1.9M reactions from patents (1976-2016). The task is: Predict the reactants needed to synthesize the given product. (1) Given the product [CH3:24][N:25]1[CH:29]=[C:28]([C:2]2[CH:3]=[CH:4][C:5]3[N:6]([C:8]([C@@H:11]([O:13][C:14]4[C:15]5[O:23][CH:22]=[CH:21][C:16]=5[CH:17]=[N:18][C:19]=4[NH2:20])[CH3:12])=[N:9][N:10]=3)[N:7]=2)[CH:27]=[N:26]1, predict the reactants needed to synthesize it. The reactants are: Cl[C:2]1[CH:3]=[CH:4][C:5]2[N:6]([C:8]([C@@H:11]([O:13][C:14]3[C:15]4[O:23][CH:22]=[CH:21][C:16]=4[CH:17]=[N:18][C:19]=3[NH2:20])[CH3:12])=[N:9][N:10]=2)[N:7]=1.[CH3:24][N:25]1[CH:29]=[C:28](B2OC(C)(C)C(C)(C)O2)[CH:27]=[N:26]1.C(=O)([O-])[O-].[K+].[K+].O1CCOCC1. (2) Given the product [CH3:32][CH:33]([CH3:36])[C:34]#[C:35][C:2]1[CH:23]=[CH:22][C:5]([C:6]([NH:8][S:9]([C:12]2[CH:17]=[CH:16][CH:15]=[CH:14][C:13]=2[S:18](=[O:21])(=[O:20])[NH2:19])(=[O:11])=[O:10])=[O:7])=[CH:4][C:3]=1[O:24][CH2:25][CH2:26][CH2:27][C:28]([F:31])([F:30])[F:29], predict the reactants needed to synthesize it. The reactants are: Br[C:2]1[CH:23]=[CH:22][C:5]([C:6]([NH:8][S:9]([C:12]2[CH:17]=[CH:16][CH:15]=[CH:14][C:13]=2[S:18](=[O:21])(=[O:20])[NH2:19])(=[O:11])=[O:10])=[O:7])=[CH:4][C:3]=1[O:24][CH2:25][CH2:26][CH2:27][C:28]([F:31])([F:30])[F:29].[CH3:32][CH:33]([CH3:36])[C:34]#[CH:35].